This data is from Full USPTO retrosynthesis dataset with 1.9M reactions from patents (1976-2016). The task is: Predict the reactants needed to synthesize the given product. (1) Given the product [F:1][C:2]1[CH:14]=[CH:13][C:5]([O:6][C:7]([CH3:11])([CH3:12])[CH2:8][OH:9])=[CH:4][CH:3]=1, predict the reactants needed to synthesize it. The reactants are: [F:1][C:2]1[CH:14]=[CH:13][C:5]([O:6][C:7]([CH3:12])([CH3:11])[C:8](O)=[O:9])=[CH:4][CH:3]=1.[H-].[H-].[H-].[H-].[Li+].[Al+3]. (2) Given the product [CH2:1]([N:4]1[C:12]2[C:11](=[O:14])[NH:10][CH:9]=[N:8][C:7]=2[CH:6]=[CH:5]1)[CH:2]=[CH2:3], predict the reactants needed to synthesize it. The reactants are: [CH2:1]([N:4]1[C:12]2[C:11](Cl)=[N:10][CH:9]=[N:8][C:7]=2[CH:6]=[CH:5]1)[CH:2]=[CH2:3].[O:14]1CCOCC1.[OH-].[Na+]. (3) Given the product [C:26]1([CH3:29])[CH:27]=[CH:28][C:23]([C:21]2[N:22]=[C:17]3[CH2:16][CH2:15][CH2:14][N:13]([CH2:12][CH2:11][CH2:10][CH2:9][CH2:8][CH2:7][C:6]4[N:5]([CH2:4][CH2:3][C:1]#[N:2])[N:63]=[N:62][N:61]=4)[C:18]3=[N:19][C:20]=2[C:30]2[CH:35]=[CH:34][C:33]([CH3:36])=[CH:32][CH:31]=2)=[CH:24][CH:25]=1, predict the reactants needed to synthesize it. The reactants are: [C:1]([CH2:3][CH2:4][NH:5][C:6](=O)[CH2:7][CH2:8][CH2:9][CH2:10][CH2:11][CH2:12][N:13]1[C:18]2=[N:19][C:20]([C:30]3[CH:35]=[CH:34][C:33]([CH3:36])=[CH:32][CH:31]=3)=[C:21]([C:23]3[CH:28]=[CH:27][C:26]([CH3:29])=[CH:25][CH:24]=3)[N:22]=[C:17]2[CH2:16][CH2:15][CH2:14]1)#[N:2].C1(P(C2C=CC=CC=2)C2C=CC=CC=2)C=CC=CC=1.C[Si]([N:61]=[N+:62]=[N-:63])(C)C.CCOC(/N=N/C(OCC)=O)=O. (4) Given the product [C:17]([C:19]1[CH:24]=[CH:23][C:22]([C:2]2[C:7]([O:12][CH2:13][CH:14]3[CH2:16][CH2:15]3)=[N:6][CH:5]=[C:4]([CH:3]=2)[C:9]([NH:28][CH2:29][C:30]([CH:33]2[CH2:35][CH2:34]2)([OH:32])[CH3:31])=[O:11])=[CH:21][CH:20]=1)#[N:18], predict the reactants needed to synthesize it. The reactants are: Br[C:2]1[CH:3]=[C:4]([C:9]([OH:11])=O)[CH:5]=[N:6][C:7]=1Cl.[OH:12][CH2:13][CH:14]1[CH2:16][CH2:15]1.[C:17]([C:19]1[CH:24]=[CH:23][C:22](B(O)O)=[CH:21][CH:20]=1)#[N:18].[NH2:28][CH2:29][C:30]([CH:33]1[CH2:35][CH2:34]1)([OH:32])[CH3:31]. (5) Given the product [Cl:1][C:2]1[N:3]=[N:4][C:5]([CH3:22])=[CH:6][C:7]=1[CH:8]([N:10]1[C:18](=[O:19])[C:17]2[C:12](=[CH:13][CH:14]=[CH:15][CH:16]=2)[C:11]1=[O:20])[CH3:9], predict the reactants needed to synthesize it. The reactants are: [Cl:1][C:2]1[N:3]=[N:4][C:5](Cl)=[CH:6][C:7]=1[CH:8]([N:10]1[C:18](=[O:19])[C:17]2[C:12](=[CH:13][CH:14]=[CH:15][CH:16]=2)[C:11]1=[O:20])[CH3:9].[CH3:22]B1OB(C)OB(C)O1.C(=O)([O-])[O-].[K+].[K+]. (6) Given the product [O:27]1[CH2:32][CH2:31][N:30]([C:33]2[N:38]=[CH:37][C:36]([C:2]3[N:3]=[C:4]4[C:9](=[CH:10][CH:11]=3)[N:8]=[CH:7][C:6]3[CH:12]=[CH:13][C:14](=[O:26])[N:15]([C:16]5[CH:21]=[CH:20][CH:19]=[C:18]([C:22]([F:24])([F:23])[F:25])[CH:17]=5)[C:5]4=3)=[CH:35][CH:34]=2)[CH2:29][CH2:28]1, predict the reactants needed to synthesize it. The reactants are: Cl[C:2]1[N:3]=[C:4]2[C:9](=[CH:10][CH:11]=1)[N:8]=[CH:7][C:6]1[CH:12]=[CH:13][C:14](=[O:26])[N:15]([C:16]3[CH:21]=[CH:20][CH:19]=[C:18]([C:22]([F:25])([F:24])[F:23])[CH:17]=3)[C:5]2=1.[O:27]1[CH2:32][CH2:31][N:30]([C:33]2[N:38]=[CH:37][C:36](OB(O)O)=[CH:35][CH:34]=2)[CH2:29][CH2:28]1.CC1(C)C(C)(C)OB(C2C=CC(N)=NC=2)O1. (7) The reactants are: [N:1]([C:4]1[CH:9]=[CH:8][C:7]([O:10][CH3:11])=[CH:6][CH:5]=1)=[N+:2]=[N-:3].[Cl:12][C:13]1[CH:18]=[CH:17][C:16]([CH2:19][C:20]#[N:21])=[C:15]([F:22])[CH:14]=1.C[O-].[Na+]. Given the product [Cl:12][C:13]1[CH:18]=[CH:17][C:16]([C:19]2[N:3]=[N:2][N:1]([C:4]3[CH:5]=[CH:6][C:7]([O:10][CH3:11])=[CH:8][CH:9]=3)[C:20]=2[NH2:21])=[C:15]([F:22])[CH:14]=1, predict the reactants needed to synthesize it. (8) Given the product [C:19]([OH:22])(=[O:21])[CH3:20].[CH3:1][CH:2]1[C:11]2[CH2:10][O:9][CH:8]=[CH:7][C:6]3=[CH:12][CH:13]([CH2:15][NH2:16])[O:14][B:4]([C:5]=23)[O:3]1, predict the reactants needed to synthesize it. The reactants are: [CH3:1][CH:2]1[C:11]2[CH2:10][O:9][CH:8]=[CH:7][C:6]3=[CH:12][CH:13]([CH2:15][N+:16]([O-])=O)[O:14][B:4]([C:5]=23)[O:3]1.[C:19]([OH:22])(=[O:21])[CH3:20].